This data is from Forward reaction prediction with 1.9M reactions from USPTO patents (1976-2016). The task is: Predict the product of the given reaction. (1) The product is: [Br:2][CH2:3][CH2:4][NH:5][C:12](=[O:13])[O:14][C:15]([CH3:18])([CH3:17])[CH3:16]. Given the reactants Br.[Br:2][CH2:3][CH2:4][NH2:5].C(=O)([O-])[O-].[Na+].[Na+].[C:12](O[C:12]([O:14][C:15]([CH3:18])([CH3:17])[CH3:16])=[O:13])([O:14][C:15]([CH3:18])([CH3:17])[CH3:16])=[O:13], predict the reaction product. (2) Given the reactants S(=O)(=O)(O)O.Br.N[C:8]1[C:16]([F:17])=[CH:15][C:14]([Br:18])=[CH:13][C:9]=1[C:10]([OH:12])=[O:11].Cl.N([O-])=O.[Na+].[I-:24].[K+], predict the reaction product. The product is: [Br:18][C:14]1[CH:15]=[C:16]([F:17])[C:8]([I:24])=[C:9]([CH:13]=1)[C:10]([OH:12])=[O:11]. (3) Given the reactants [C@H:1]1([NH:9][C:10]([CH:12]([CH:45]([CH3:47])[CH3:46])[CH2:13][CH:14]([OH:44])[CH:15]([NH:36][C:37](=[O:43])[O:38][C:39]([CH3:42])([CH3:41])[CH3:40])[CH2:16][CH:17]([CH2:21][C:22]2[CH:30]=[C:29]3[C:25]([CH:26]=[CH:27][N:28]3[CH2:31][CH2:32][CH2:33][O:34][CH3:35])=[CH:24][CH:23]=2)[CH:18]([CH3:20])[CH3:19])=[O:11])[C:3]2([CH2:8][CH2:7][O:6][CH2:5][CH2:4]2)[CH2:2]1.ClS([N:52]=[C:53]=O)(=O)=O.CN(C)C=O, predict the reaction product. The product is: [C:53]([C:26]1[C:25]2[C:29](=[CH:30][C:22]([CH2:21][CH:17]([CH:18]([CH3:19])[CH3:20])[CH2:16][CH:15]([NH:36][C:37](=[O:43])[O:38][C:39]([CH3:40])([CH3:42])[CH3:41])[CH:14]([OH:44])[CH2:13][CH:12]([C:10](=[O:11])[NH:9][C@H:1]3[C:3]4([CH2:4][CH2:5][O:6][CH2:7][CH2:8]4)[CH2:2]3)[CH:45]([CH3:47])[CH3:46])=[CH:23][CH:24]=2)[N:28]([CH2:31][CH2:32][CH2:33][O:34][CH3:35])[CH:27]=1)#[N:52]. (4) Given the reactants C([O:5][C:6]1[C:15]2[C:10](=[CH:11][CH:12]=[C:13]([C:16]([C:25]3[CH:30]=[CH:29][C:28]([Cl:31])=[CH:27][CH:26]=3)([C:18]3[CH:23]=[CH:22][C:21]([Cl:24])=[CH:20][CH:19]=3)O)[CH:14]=2)[N:9]=[N:8][CH:7]=1)(C)(C)C.[SiH](CC)(CC)CC.FC(F)(F)C(O)=O, predict the reaction product. The product is: [Cl:31][C:28]1[CH:27]=[CH:26][C:25]([CH:16]([C:18]2[CH:23]=[CH:22][C:21]([Cl:24])=[CH:20][CH:19]=2)[C:13]2[CH:14]=[C:15]3[C:10](=[CH:11][CH:12]=2)[N:9]=[N:8][CH:7]=[C:6]3[OH:5])=[CH:30][CH:29]=1. (5) Given the reactants [CH:1]#[C:2][CH2:3][NH:4][C@H:5]1[C:9]2[CH:10]=[CH:11][CH:12]=[CH:13][C:8]=2[CH2:7][CH2:6]1.[C:14]([OH:17])(=[O:16])[CH3:15], predict the reaction product. The product is: [CH:1]#[C:2][CH2:3][NH:4][C@H:5]1[C:9]2[CH:10]=[CH:11][CH:12]=[CH:13][C:8]=2[CH2:7][CH2:6]1.[C:14]([O-:17])(=[O:16])[CH3:15]. (6) Given the reactants Cl[C:2]1[CH:7]=[N:6][CH:5]=[C:4]([C:8]2[CH:13]=[CH:12][C:11]([C:14]([F:17])([F:16])[F:15])=[CH:10][CH:9]=2)[N:3]=1.P(Br)(Br)[Br:19].N, predict the reaction product. The product is: [Br:19][C:2]1[CH:7]=[N:6][CH:5]=[C:4]([C:8]2[CH:13]=[CH:12][C:11]([C:14]([F:17])([F:16])[F:15])=[CH:10][CH:9]=2)[N:3]=1. (7) Given the reactants I[CH:2]1[CH2:5][N:4]([C:6]([O:8][C:9]([CH3:12])([CH3:11])[CH3:10])=[O:7])[CH2:3]1.[N+:13]([C:16]1[N:21]=[CH:20][C:19]([OH:22])=[CH:18][CH:17]=1)([O-:15])=[O:14].C([O-])([O-])=O.[Cs+].[Cs+], predict the reaction product. The product is: [N+:13]([C:16]1[N:21]=[CH:20][C:19]([O:22][CH:2]2[CH2:5][N:4]([C:6]([O:8][C:9]([CH3:12])([CH3:11])[CH3:10])=[O:7])[CH2:3]2)=[CH:18][CH:17]=1)([O-:15])=[O:14]. (8) Given the reactants [CH:1]([N:3]1[CH:7]=[CH:6][N:5]=[CH:4]1)=[CH2:2].[CH2:8]([Br:20])[CH2:9][CH2:10][CH2:11][CH2:12][CH2:13][CH2:14][CH2:15][CH2:16][CH2:17][CH2:18][CH3:19].CO, predict the reaction product. The product is: [Br-:20].[CH:1]([N+:3]1[CH:7]=[CH:6][N:5]([CH2:19][CH2:18][CH2:17][CH2:16][CH2:15][CH2:14][CH2:13][CH2:12][CH2:11][CH2:10][CH2:9][CH3:8])[CH:4]=1)=[CH2:2].